From a dataset of Experimentally validated miRNA-target interactions with 360,000+ pairs, plus equal number of negative samples. Binary Classification. Given a miRNA mature sequence and a target amino acid sequence, predict their likelihood of interaction. (1) The miRNA is hsa-miR-302f with sequence UAAUUGCUUCCAUGUUU. The protein sequence of the target gene is MRLSSLLALLRPALPLILGLSLGCSLSLLRVSWIQGEGEDPCVEAVGERGGPQNPDSRARLDQSDEDFKPRIVPYYRDPNKPYKKVLRTRYIQTELGSRERLLVAVLTSRATLSTLAVAVNRTVAHHFPRLLYFTGQRGARAPAGMQVVSHGDERPAWLMSETLRHLHTHFGADYDWFFIMQDDTYVQAPRLAALAGHLSINQDLYLGRAEEFIGAGEQARYCHGGFGYLLSRSLLLRLRPHLDGCRGDILSARPDEWLGRCLIDSLGVGCVSQHQGQQYRSFELAKNRDPEKEGSSAFL.... Result: 0 (no interaction). (2) The miRNA is hsa-miR-935 with sequence CCAGUUACCGCUUCCGCUACCGC. The protein sequence of the target gene is MIATGGLLRISARKQDPLRPPSQIPKRKRKAKKRRKNDVVVVKGKLKLCSISGLIALCGILVLLVGIAMAVVGYWPKATGTNREGGKQLPPAGSSHRVPTTANSSSSGSKNRSRSHPRAPGGVNSSSAGAPRSTPPARAASPSSSSTSVGFFFRIFSGYLHSDKLKVFGPLIMGIGIFLFICANAVLHENRDKKTKIINLRDLYSTVIDVHSLRAKDLAAAAAAAAAAAASSSSSAPAAAPPGAIPLNGFLSYVQSRGLELKPGGCGGSGDAFGAAAMLAKGSWPPHPAAPSGGRPRGAA.... Result: 1 (interaction). (3) The miRNA is hsa-miR-7-5p with sequence UGGAAGACUAGUGAUUUUGUUGUU. The protein sequence of the target gene is MNGDDTFAKRPRDDAKASEKRSKAFDDIATYFSKKEWKKMKYSEKISYVYMKRNYKAMTKLGFKVTLPPFMCNKQATDFQGNDFDNDHNRRIQVEHPQMTFGRLHRIIPKIMPKKPAEDENDSKGVSEASGPQNDGKQLHPPGKANISEKINKRSGPKRGKHAWTHRLRERKQLVIYEEISDPEEDDE. Result: 1 (interaction). (4) The miRNA is hsa-miR-6805-5p with sequence UAGGGGGCGGCUUGUGGAGUGU. The protein sequence of the target gene is MAAEEPQQQKQEPLGSDSEGVNCLAYDEAIMAQQDRIQQEIAVQNPLVSERLELSVLYKEYAEDDNIYQQKIKDLHKKYSYIRKTRPDGNCFYRAFGFSHLEALLDDSKELQRFKAVSAKSKEDLVSQGFTEFTIEDFHNTFMDLIEQVEKQTSVADLLASFNDQSTSDYLVVYLRLLTSGYLQRESKFFEHFIEGGRTVKEFCQQEVEPMCKESDHIHIIALAQALSVSIQVEYMDRGEGGTTNPHIFPEGSEPKVYLLYRPGHYDILYK. Result: 1 (interaction). (5) The miRNA is hsa-miR-8058 with sequence CUGGACUUUGAUCUUGCCAUAA. The protein sequence of the target gene is MSYTASPCPELVEPCAVHAEGMAQEESHRSQAPPTFYHGASQELDLSTKVYKRESGSPYSVLADTKMSKPHLHETEEQPYFREPRAVSDVHTVKEDRENSDDTEEEEEVSYKREQIIVEVNLNNQTLNVSKGEKGVSSQSKETPVLKTSSEEDEEETEEEATDNSSDYGENGRQKKKEKQVERVRVTQRRTRRAASAAAATTSPAPRTTRGRRKSAELPKRKKRATKEAKAPVQKAKCEEKETLTCEKCPRVFNTRWYLEKHMNVTHRRMQICDKCGKKFVLESELSLHQQTDCEKNIQC.... Result: 0 (no interaction). (6) The miRNA is mmu-miR-9-5p with sequence UCUUUGGUUAUCUAGCUGUAUGA. The protein sequence of the target gene is MDGIVTEVAVGVKRGSDELLSGSVLSSPNSNMSGMVVTANGNDSKKFKGEDKMDGAPSRVLHIRKLPGEVTETEVIALGLPFGKVTNILMLKGKNQAFLELATEEAAITMVNYYSAVTPHLRNQPIYIQYSNHKELKTDNTLNQRAQVVLQAVTAVQTANTPLSGTTVSESAVTPAQSPVLRIIIDNMYYPVTLDVLHQIFSKFGAVLKIITFTKNNQFQALLQYGDPVNAQQAKLALDGQNIYNACCTLRIDFSKLVNLNVKYNNDKSRDYTRPDLPSGDGQPALDPAIAAAFAKETSL.... Result: 1 (interaction).